From a dataset of Peptide-MHC class I binding affinity with 185,985 pairs from IEDB/IMGT. Regression. Given a peptide amino acid sequence and an MHC pseudo amino acid sequence, predict their binding affinity value. This is MHC class I binding data. (1) The peptide sequence is STVLFGLSY. The MHC is HLA-A02:06 with pseudo-sequence HLA-A02:06. The binding affinity (normalized) is 0.0447. (2) The peptide sequence is SLAIDAYPL. The MHC is HLA-A02:01 with pseudo-sequence HLA-A02:01. The binding affinity (normalized) is 0.540. (3) The binding affinity (normalized) is 0.0847. The peptide sequence is YLDADREFL. The MHC is HLA-B15:01 with pseudo-sequence HLA-B15:01. (4) The peptide sequence is KIKLILANK. The MHC is HLA-A03:01 with pseudo-sequence HLA-A03:01. The binding affinity (normalized) is 0.716. (5) The peptide sequence is GTTSLFLHL. The MHC is HLA-A02:01 with pseudo-sequence HLA-A02:01. The binding affinity (normalized) is 0.640. (6) The peptide sequence is FVASFRLFA. The MHC is HLA-A02:02 with pseudo-sequence HLA-A02:02. The binding affinity (normalized) is 0.754. (7) The binding affinity (normalized) is 0.162. The peptide sequence is ITASKDLCF. The MHC is HLA-A01:01 with pseudo-sequence HLA-A01:01.